Dataset: Full USPTO retrosynthesis dataset with 1.9M reactions from patents (1976-2016). Task: Predict the reactants needed to synthesize the given product. The reactants are: [C:1]([O:5][C:6]([N:8]1[CH2:14][CH2:13][N:12]([O:15][CH3:16])[CH2:11][CH2:10][N:9]1[C:17]([O:19][C:20]([CH3:23])([CH3:22])[CH3:21])=[O:18])=[O:7])([CH3:4])([CH3:3])[CH3:2].[ClH:24]. Given the product [ClH:24].[C:1]([O:5][C:6]([N:8]1[CH2:14][CH2:13][N:12]([O:15][CH3:16])[CH2:11][CH2:10][N:9]1[C:17]([O:19][C:20]([CH3:23])([CH3:22])[CH3:21])=[O:18])=[O:7])([CH3:4])([CH3:3])[CH3:2], predict the reactants needed to synthesize it.